From a dataset of Catalyst prediction with 721,799 reactions and 888 catalyst types from USPTO. Predict which catalyst facilitates the given reaction. Reactant: [Cl:1][C:2]1[N:3]=[CH:4][CH:5]=[C:6]2[CH:10]=[CH:9][NH:8][C:7]=12.[H-].[Na+].[C:13](O)(=O)C. Product: [Cl:1][C:2]1[N:3]=[CH:4][CH:5]=[C:6]2[CH:10]=[CH:9][N:8]([CH3:13])[C:7]=12. The catalyst class is: 3.